Dataset: Forward reaction prediction with 1.9M reactions from USPTO patents (1976-2016). Task: Predict the product of the given reaction. (1) The product is: [O:9]1[C:14]2[CH:30]=[CH:25][C:26]([C:6]3[CH:5]=[CH:4][N:3]=[C:2]([Cl:1])[N:7]=3)=[CH:27][C:13]=2[O:12][CH2:11]1. Given the reactants [Cl:1][C:2]1[N:7]=[C:6](Cl)[CH:5]=[CH:4][N:3]=1.[O:9]1[CH2:14][CH2:13][O:12][CH2:11]C1.C(Cl)Cl.[O-]S([O-])(=O)=O.[Na+].[Na+].[C:25]1(C)[CH:30]=CC=[CH:27][CH:26]=1, predict the reaction product. (2) Given the reactants [N:1]1[CH:6]=[CH:5][CH:4]=[CH:3][C:2]=1[N:7]([CH2:30][C:31]([O:33][CH3:34])=[O:32])[C:8]([C:10]1[CH:29]=[CH:28][C:13]2[N:14]([CH3:27])[C:15]([CH2:17][NH:18][C:19]3[CH:24]=[CH:23][C:22]([C:25]#[N:26])=[CH:21][CH:20]=3)=[N:16][C:12]=2[CH:11]=1)=[O:9].[ClH:35].CO.C(=O)([O-])[O-].[NH4+:42].[NH4+], predict the reaction product. The product is: [ClH:35].[ClH:35].[N:1]1[CH:6]=[CH:5][CH:4]=[CH:3][C:2]=1[N:7]([CH2:30][C:31]([O:33][CH3:34])=[O:32])[C:8]([C:10]1[CH:29]=[CH:28][C:13]2[N:14]([CH3:27])[C:15]([CH2:17][NH:18][C:19]3[CH:24]=[CH:23][C:22]([C:25](=[NH:42])[NH2:26])=[CH:21][CH:20]=3)=[N:16][C:12]=2[CH:11]=1)=[O:9]. (3) Given the reactants [I:1][C:2]1[C:10]2[C:5](=[CH:6][CH:7]=[C:8]([C:11]([NH:13][NH2:14])=[O:12])[CH:9]=2)[N:4]([S:15]([C:18]2[CH:24]=[CH:23][C:21]([CH3:22])=[CH:20][CH:19]=2)(=[O:17])=[O:16])[CH:3]=1.C1COCC1.[N:30]([C:33]([CH3:36])([CH3:35])[CH3:34])=[C:31]=S.Cl.C(N=C=NCCCN(C)C)C, predict the reaction product. The product is: [C:33]([NH:30][C:31]1[O:12][C:11]([C:8]2[CH:9]=[C:10]3[C:5](=[CH:6][CH:7]=2)[N:4]([S:15]([C:18]2[CH:24]=[CH:23][C:21]([CH3:22])=[CH:20][CH:19]=2)(=[O:16])=[O:17])[CH:3]=[C:2]3[I:1])=[N:13][N:14]=1)([CH3:36])([CH3:35])[CH3:34].